Task: Predict the product of the given reaction.. Dataset: Forward reaction prediction with 1.9M reactions from USPTO patents (1976-2016) (1) Given the reactants [O:1]1[CH2:6][CH2:5][CH:4]([CH2:7][OH:8])[CH2:3][CH2:2]1.F[C:10]1[CH:15]=[CH:14][C:13]([S:16]([N:19]([C:25]2[CH:30]=[CH:29][C:28]([CH:31]([CH3:33])[CH3:32])=[CH:27][N:26]=2)[CH:20]([CH:22]([CH3:24])[CH3:23])[CH3:21])(=[O:18])=[O:17])=[CH:12][CH:11]=1.[H-].[Na+], predict the reaction product. The product is: [CH:31]([C:28]1[CH:29]=[CH:30][C:25]([N:19]([CH:20]([CH:22]([CH3:24])[CH3:23])[CH3:21])[S:16]([C:13]2[CH:12]=[CH:11][C:10]([O:8][CH2:7][CH:4]3[CH2:5][CH2:6][O:1][CH2:2][CH2:3]3)=[CH:15][CH:14]=2)(=[O:17])=[O:18])=[N:26][CH:27]=1)([CH3:33])[CH3:32]. (2) Given the reactants [CH2:1]([N:8]1[CH2:13][CH2:12][CH:11]([N:14]([CH3:30])[C:15](=[O:29])[CH2:16][NH:17][C:18]2[N:23]=[C:22]([CH3:24])[C:21]([N+:25]([O-])=O)=[C:20]([CH3:28])[N:19]=2)[CH2:10][CH2:9]1)[C:2]1[CH:7]=[CH:6][CH:5]=[CH:4][CH:3]=1, predict the reaction product. The product is: [NH2:25][C:21]1[C:22]([CH3:24])=[N:23][C:18]([NH:17][CH2:16][C:15]([N:14]([CH:11]2[CH2:12][CH2:13][N:8]([CH2:1][C:2]3[CH:3]=[CH:4][CH:5]=[CH:6][CH:7]=3)[CH2:9][CH2:10]2)[CH3:30])=[O:29])=[N:19][C:20]=1[CH3:28]. (3) Given the reactants [NH2:1][C:2]1[NH:3][C:4](=[O:31])[C:5]2[N:6]=[CH:7][N:8]([C@@H:11]3[O:15][C@H:14]([CH2:16][O:17][P:18]([O:21][P:22]([O:25][CH2:26]CN)([OH:24])=[O:23])([OH:20])=[O:19])[C@@H:13]([OH:29])[C@H:12]3[OH:30])[C:9]=2[N:10]=1.[CH3:32]CN(C(C)C)C(C)C.[Cl:41][CH2:42]C(ON1C(=O)CCC1=O)=O.C[N:54]([CH:56]=[O:57])C, predict the reaction product. The product is: [Cl:41][CH2:42][C:56]([NH:54][CH:26]([O:25][P:22]([O:21][P:18]([O:17][CH2:16][C@@H:14]1[C@@H:13]([OH:29])[C@@H:12]([OH:30])[C@H:11]([N:8]2[CH:7]=[N:6][C:5]3[C:4](=[O:31])[NH:3][C:2]([NH2:1])=[N:10][C:9]2=3)[O:15]1)([OH:20])=[O:19])([OH:24])=[O:23])[CH3:32])=[O:57]. (4) Given the reactants [C:1]([NH:4][C:5]1[CH:6]=[C:7](B(O)O)[CH:8]=[CH:9][CH:10]=1)(=[O:3])[CH3:2].C(C1C=CC(B(O)O)=CC=1)(O)=O.Br[C:27]1[CH:32]=[CH:31][CH:30]=[C:29]([N+:33]([O-:35])=[O:34])[C:28]=1[O:36][CH3:37], predict the reaction product. The product is: [CH3:37][O:36][C:28]1[C:29]([N+:33]([O-:35])=[O:34])=[CH:30][CH:31]=[CH:32][C:27]=1[C:7]1[CH:8]=[CH:9][CH:10]=[C:5]([NH:4][C:1](=[O:3])[CH3:2])[CH:6]=1. (5) Given the reactants C(OC([N:8]1[CH2:13][CH2:12][CH:11]([N:14]([CH2:21][CH:22]([CH3:24])[CH3:23])[CH2:15][C:16]2[N:17]=[CH:18][S:19][CH:20]=2)[CH2:10][CH2:9]1)=O)(C)(C)C.C1(OC)C=CC=CC=1.FC(F)(F)C(O)=O, predict the reaction product. The product is: [CH2:21]([N:14]([CH:11]1[CH2:12][CH2:13][NH:8][CH2:9][CH2:10]1)[CH2:15][C:16]1[N:17]=[CH:18][S:19][CH:20]=1)[CH:22]([CH3:24])[CH3:23].